This data is from Reaction yield outcomes from USPTO patents with 853,638 reactions. The task is: Predict the reaction yield, written as a fraction of the theoretical maximum amount of product (1.0 means a 100% yield; for example, 0.34 means a 34% yield). The catalyst is C(O)C. The reactants are C(OC(=O)[NH:7][CH2:8][CH2:9][CH2:10][CH2:11][C:12]1[CH:17]=[CH:16][C:15]([O:18][CH2:19][CH2:20][N:21]([CH2:29][C@@H:30]([OH:35])[C@@H:31]([OH:34])[CH2:32][OH:33])[CH2:22][C@@H:23]([OH:28])[C@@H:24]([OH:27])[CH2:25][OH:26])=[CH:14][CH:13]=1)(C)(C)C.Cl. The product is [OH:35][C@@H:30]([C@@H:31]([OH:34])[CH2:32][OH:33])[CH2:29][N:21]([CH2:22][C@@H:23]([OH:28])[C@@H:24]([OH:27])[CH2:25][OH:26])[CH2:20][CH2:19][O:18][C:15]1[CH:14]=[CH:13][C:12]([CH2:11][CH2:10][CH2:9][CH2:8][NH2:7])=[CH:17][CH:16]=1. The yield is 0.980.